Dataset: Full USPTO retrosynthesis dataset with 1.9M reactions from patents (1976-2016). Task: Predict the reactants needed to synthesize the given product. (1) Given the product [CH2:1]([O:3][C:4](=[O:16])[C:5]([N+:19]#[C-:17])=[C:6]([Br:14])[C:7]1[CH:12]=[CH:11][CH:10]=[CH:9][C:8]=1[Br:13])[CH3:2], predict the reactants needed to synthesize it. The reactants are: [CH2:1]([O:3][C:4](=[O:16])[C:5](C)=[C:6]([Br:14])[C:7]1[CH:12]=[CH:11][CH:10]=[CH:9][C:8]=1[Br:13])[CH3:2].[CH2:17]([N:19](CC)CC)C.O=P(Cl)(Cl)Cl. (2) Given the product [CH3:1][O:2][C:3](=[O:48])[C@@H:4]([NH:26][C@H:27]([C:30]1[CH:31]=[CH:32][CH:33]=[CH:34][CH:35]=1)[CH2:28][CH3:29])[CH2:5][C:6]1[CH:25]=[CH:24][C:9]2[O:10][C@@H:11]([C:14]3[CH:15]=[CH:16][C:17]([OH:20])=[CH:18][CH:19]=3)[CH2:12][O:13][C:8]=2[CH:7]=1, predict the reactants needed to synthesize it. The reactants are: [CH3:1][O:2][C:3](=[O:48])[C@@H:4]([N:26](S(C1C=CC([N+]([O-])=O)=CC=1)(=O)=O)[C@H:27]([C:30]1[CH:35]=[CH:34][CH:33]=[CH:32][CH:31]=1)[CH2:28][CH3:29])[CH2:5][C:6]1[CH:25]=[CH:24][C:9]2[O:10][C@@H:11]([C:14]3[CH:19]=[CH:18][C:17]([O:20]C(=O)C)=[CH:16][CH:15]=3)[CH2:12][O:13][C:8]=2[CH:7]=1.SCC(O)=O.C1CCN2C(=NCCC2)CC1. (3) Given the product [CH2:2]=[C:3]1[CH2:6][C:5]2([O:10][CH2:9][CH2:8][O:7]2)[CH2:4]1, predict the reactants needed to synthesize it. The reactants are: Br[CH2:2][CH:3]1[CH2:6][C:5]2([O:10][CH2:9][CH2:8][O:7]2)[CH2:4]1.[OH-].[Na+].C1C=CC=CC=1.